Dataset: NCI-60 drug combinations with 297,098 pairs across 59 cell lines. Task: Regression. Given two drug SMILES strings and cell line genomic features, predict the synergy score measuring deviation from expected non-interaction effect. (1) Drug 1: CN(C)N=NC1=C(NC=N1)C(=O)N. Drug 2: C1=C(C(=O)NC(=O)N1)N(CCCl)CCCl. Cell line: HL-60(TB). Synergy scores: CSS=76.7, Synergy_ZIP=20.5, Synergy_Bliss=20.0, Synergy_Loewe=5.70, Synergy_HSA=23.7. (2) Drug 1: CN(C(=O)NC(C=O)C(C(C(CO)O)O)O)N=O. Drug 2: CC1=C(C(=O)C2=C(C1=O)N3CC4C(C3(C2COC(=O)N)OC)N4)N. Synergy scores: CSS=11.6, Synergy_ZIP=0.142, Synergy_Bliss=2.37, Synergy_Loewe=-7.76, Synergy_HSA=2.06. Cell line: HOP-92. (3) Drug 1: C1=CC(=CC=C1CCC2=CNC3=C2C(=O)NC(=N3)N)C(=O)NC(CCC(=O)O)C(=O)O. Drug 2: CC1=CC2C(CCC3(C2CCC3(C(=O)C)OC(=O)C)C)C4(C1=CC(=O)CC4)C. Cell line: 786-0. Synergy scores: CSS=6.84, Synergy_ZIP=-5.44, Synergy_Bliss=-8.43, Synergy_Loewe=-25.4, Synergy_HSA=-9.63. (4) Drug 1: CC12CCC3C(C1CCC2O)C(CC4=C3C=CC(=C4)O)CCCCCCCCCS(=O)CCCC(C(F)(F)F)(F)F. Drug 2: CC(C)CN1C=NC2=C1C3=CC=CC=C3N=C2N. Cell line: SF-539. Synergy scores: CSS=3.22, Synergy_ZIP=1.60, Synergy_Bliss=-9.12, Synergy_Loewe=-0.892, Synergy_HSA=-6.37. (5) Drug 1: C1=CC(=C2C(=C1NCCNCCO)C(=O)C3=C(C=CC(=C3C2=O)O)O)NCCNCCO. Drug 2: C1=NC2=C(N1)C(=S)N=C(N2)N. Cell line: COLO 205. Synergy scores: CSS=68.6, Synergy_ZIP=-3.14, Synergy_Bliss=-4.64, Synergy_Loewe=-0.891, Synergy_HSA=1.29. (6) Drug 1: CC12CCC3C(C1CCC2O)C(CC4=C3C=CC(=C4)O)CCCCCCCCCS(=O)CCCC(C(F)(F)F)(F)F. Drug 2: CCC1=C2CN3C(=CC4=C(C3=O)COC(=O)C4(CC)O)C2=NC5=C1C=C(C=C5)O. Cell line: M14. Synergy scores: CSS=19.0, Synergy_ZIP=11.5, Synergy_Bliss=16.0, Synergy_Loewe=-31.5, Synergy_HSA=2.72. (7) Drug 1: CC1=C(C(=CC=C1)Cl)NC(=O)C2=CN=C(S2)NC3=CC(=NC(=N3)C)N4CCN(CC4)CCO. Drug 2: C1=CC=C(C(=C1)C(C2=CC=C(C=C2)Cl)C(Cl)Cl)Cl. Cell line: SN12C. Synergy scores: CSS=14.3, Synergy_ZIP=0.390, Synergy_Bliss=4.06, Synergy_Loewe=-15.6, Synergy_HSA=1.92. (8) Drug 1: C1=CN(C=N1)CC(O)(P(=O)(O)O)P(=O)(O)O. Drug 2: C#CCC(CC1=CN=C2C(=N1)C(=NC(=N2)N)N)C3=CC=C(C=C3)C(=O)NC(CCC(=O)O)C(=O)O. Cell line: IGROV1. Synergy scores: CSS=0.715, Synergy_ZIP=0.354, Synergy_Bliss=2.13, Synergy_Loewe=-0.199, Synergy_HSA=0.258. (9) Drug 1: CC(C1=C(C=CC(=C1Cl)F)Cl)OC2=C(N=CC(=C2)C3=CN(N=C3)C4CCNCC4)N. Drug 2: CC1=C2C(C(=O)C3(C(CC4C(C3C(C(C2(C)C)(CC1OC(=O)C(C(C5=CC=CC=C5)NC(=O)OC(C)(C)C)O)O)OC(=O)C6=CC=CC=C6)(CO4)OC(=O)C)OC)C)OC. Cell line: CAKI-1. Synergy scores: CSS=54.1, Synergy_ZIP=6.47, Synergy_Bliss=6.19, Synergy_Loewe=-0.916, Synergy_HSA=10.4. (10) Drug 1: C1=NC2=C(N1)C(=S)N=C(N2)N. Drug 2: C1C(C(OC1N2C=C(C(=O)NC2=O)F)CO)O. Cell line: PC-3. Synergy scores: CSS=62.7, Synergy_ZIP=10.4, Synergy_Bliss=10.3, Synergy_Loewe=0.184, Synergy_HSA=14.1.